This data is from Reaction yield outcomes from USPTO patents with 853,638 reactions. The task is: Predict the reaction yield, written as a fraction of the theoretical maximum amount of product (1.0 means a 100% yield; for example, 0.34 means a 34% yield). (1) The product is [O:43]=[C:34]1[N:33]([CH:30]2[CH2:29][CH2:28][N:27]([C:25]([NH:24][C@H:4]([CH2:5][C:6]3[CH:7]=[C:8]4[C:12](=[CH:13][CH:14]=3)[N:11]([S:15]([CH2:18][CH2:19][Si:20]([CH3:21])([CH3:23])[CH3:22])(=[O:17])=[O:16])[N:10]=[CH:9]4)[C:3]([OH:44])=[O:2])=[O:26])[CH2:32][CH2:31]2)[CH2:42][C:41]2[C:36](=[CH:37][CH:38]=[CH:39][CH:40]=2)[NH:35]1. The reactants are C[O:2][C:3](=[O:44])[C@H:4]([NH:24][C:25]([N:27]1[CH2:32][CH2:31][CH:30]([N:33]2[CH2:42][C:41]3[C:36](=[CH:37][CH:38]=[CH:39][CH:40]=3)[NH:35][C:34]2=[O:43])[CH2:29][CH2:28]1)=[O:26])[CH2:5][C:6]1[CH:7]=[C:8]2[C:12](=[CH:13][CH:14]=1)[N:11]([S:15]([CH2:18][CH2:19][Si:20]([CH3:23])([CH3:22])[CH3:21])(=[O:17])=[O:16])[N:10]=[CH:9]2.O.[OH-].[Li+].Cl. The catalyst is O1CCCC1.CO.O. The yield is 0.900. (2) The reactants are CC1(C)[O:6]/[C:5](=[CH:7]\[C:8]([N:10]([CH2:12][CH2:13][OH:14])[CH3:11])=[O:9])/[C:4](=O)[O:3]1.[CH3:17][NH:18][CH3:19]. No catalyst specified. The product is [OH:14][CH2:13][CH2:12][N:10]([CH3:11])[C:8](=[O:9])[CH2:7][C:5](=[O:6])[C:4]([N:18]([CH3:19])[CH3:17])=[O:3]. The yield is 0.990.